This data is from Full USPTO retrosynthesis dataset with 1.9M reactions from patents (1976-2016). The task is: Predict the reactants needed to synthesize the given product. Given the product [CH3:13][C:12]1[C:3]2[C:2](=[CH:7][CH:6]=[C:5]([C:8]([F:11])([F:10])[F:9])[CH:4]=2)[NH:17][N:16]=1, predict the reactants needed to synthesize it. The reactants are: F[C:2]1[CH:7]=[CH:6][C:5]([C:8]([F:11])([F:10])[F:9])=[CH:4][C:3]=1[C:12](=O)[CH3:13].O.[NH2:16][NH2:17].